From a dataset of Forward reaction prediction with 1.9M reactions from USPTO patents (1976-2016). Predict the product of the given reaction. (1) Given the reactants Cl[C:2]1[N:3]=[C:4]([NH:11][C:12]2[CH:17]=[CH:16][C:15]([O:18][CH3:19])=[C:14]([O:20][CH3:21])[CH:13]=2)[C:5]2[N:10]=[CH:9][S:8][C:6]=2[N:7]=1.[N:22]1[CH:27]=[CH:26][C:25]([CH2:28][CH2:29][NH:30][C:31](=[O:47])[C:32]2[CH:37]=[CH:36][C:35](B3OC(C)(C)C(C)(C)O3)=[CH:34][CH:33]=2)=[CH:24][CH:23]=1.C([O-])([O-])=O.[Na+].[Na+].O, predict the reaction product. The product is: [CH3:21][O:20][C:14]1[CH:13]=[C:12]([NH:11][C:4]2[C:5]3[N:10]=[CH:9][S:8][C:6]=3[N:7]=[C:2]([C:35]3[CH:36]=[CH:37][C:32]([C:31]([NH:30][CH2:29][CH2:28][C:25]4[CH:26]=[CH:27][N:22]=[CH:23][CH:24]=4)=[O:47])=[CH:33][CH:34]=3)[N:3]=2)[CH:17]=[CH:16][C:15]=1[O:18][CH3:19]. (2) Given the reactants C([O:4][CH2:5][C@@H:6]([N:12]([CH2:36]C)[C:13]([C:15]1[CH:16]=[C:17]2[C:25](=[CH:26][CH:27]=1)[N:24]([CH2:28]C)[C:23]1[CH2:22][CH2:21][C@@H:20]([CH:30]3[CH2:35][CH2:34][O:33][CH2:32][CH2:31]3)[CH2:19][C:18]2=1)=[O:14])[CH2:7][CH2:8][C:9]([OH:11])=O)(=O)C.Cl.[O:39]1[CH2:42][CH:41]([NH2:43])[CH2:40]1.F[P-](F)(F)(F)(F)F.N1(OC(N(C)C)=[N+](C)C)C2N=CC=CC=2N=N1.C[O-].[Na+], predict the reaction product. The product is: [OH:4][CH2:5][C@@H:6]([N:12]([CH3:36])[C:13]([C:15]1[CH:16]=[C:17]2[C:25](=[CH:26][CH:27]=1)[N:24]([CH3:28])[C:23]1[CH2:22][CH2:21][C@@H:20]([CH:30]3[CH2:31][CH2:32][O:33][CH2:34][CH2:35]3)[CH2:19][C:18]2=1)=[O:14])[CH2:7][CH2:8][C:9]([NH:43][CH:41]1[CH2:42][O:39][CH2:40]1)=[O:11]. (3) Given the reactants [F:1][C:2]1[CH:3]=[C:4]([C:20]2[CH:25]=[CH:24][CH:23]=[C:22]([N+:26]([O-])=O)[CH:21]=2)[CH:5]=[C:6]([F:19])[C:7]=1[CH2:8][NH:9][CH:10]1[CH2:18][C:17]2[C:12](=[CH:13][CH:14]=[CH:15][CH:16]=2)[CH2:11]1.[CH3:29][C:30]([O:33][C:34](O[C:34]([O:33][C:30]([CH3:32])([CH3:31])[CH3:29])=[O:35])=[O:35])([CH3:32])[CH3:31].C(N(CC)CC)C, predict the reaction product. The product is: [NH2:26][C:22]1[CH:21]=[C:20]([C:4]2[CH:3]=[C:2]([F:1])[C:7]([CH2:8][N:9]([CH:10]3[CH2:18][C:17]4[C:12](=[CH:13][CH:14]=[CH:15][CH:16]=4)[CH2:11]3)[C:34](=[O:35])[O:33][C:30]([CH3:32])([CH3:31])[CH3:29])=[C:6]([F:19])[CH:5]=2)[CH:25]=[CH:24][CH:23]=1. (4) Given the reactants C[O:2][C:3](=[O:28])[CH2:4][C:5]1[C:9]2[CH:10]=[CH:11][C:12]([O:14][CH2:15][C:16]3[CH:20]=[C:19]([C:21]4[CH:26]=[CH:25][C:24]([Cl:27])=[CH:23][CH:22]=4)[O:18][N:17]=3)=[CH:13][C:8]=2[O:7][CH:6]=1.O.[OH-].[Li+].O.Cl, predict the reaction product. The product is: [Cl:27][C:24]1[CH:25]=[CH:26][C:21]([C:19]2[O:18][N:17]=[C:16]([CH2:15][O:14][C:12]3[CH:11]=[CH:10][C:9]4[C:5]([CH2:4][C:3]([OH:28])=[O:2])=[CH:6][O:7][C:8]=4[CH:13]=3)[CH:20]=2)=[CH:22][CH:23]=1. (5) Given the reactants [Br:1][C:2]1[CH:3]=[CH:4][C:5]2[NH:10][C:9](=[O:11])[O:8][C:7](=[O:12])[C:6]=2[C:13]=1[O:14]C.[Al+3].[Cl-].[Cl-].[Cl-], predict the reaction product. The product is: [Br:1][C:2]1[CH:3]=[CH:4][C:5]2[NH:10][C:9](=[O:11])[O:8][C:7](=[O:12])[C:6]=2[C:13]=1[OH:14]. (6) Given the reactants [S:1]1[CH:5]=[CH:4][C:3]2[CH:6]=[CH:7][CH:8]=[C:9]([CH:10]([NH:14][C:15]3[CH:20]=[CH:19][CH:18]=[CH:17][CH:16]=3)[C:11]([OH:13])=[O:12])[C:2]1=2.[N:21]12[CH2:28][CH2:27][CH:24]([CH2:25][CH2:26]1)[C@@H:23](O)[CH2:22]2.C1CCC(N=C=NC2CCCCC2)CC1.C1C=CC2N(O)N=NC=2C=1, predict the reaction product. The product is: [S:1]1[CH:5]=[CH:4][C:3]2[CH:6]=[CH:7][CH:8]=[C:9]([CH:10]([NH:14][C:15]3[CH:16]=[CH:17][CH:18]=[CH:19][CH:20]=3)[C:11]([O:13][C@@H:23]3[CH:24]4[CH2:27][CH2:28][N:21]([CH2:26][CH2:25]4)[CH2:22]3)=[O:12])[C:2]1=2.